This data is from NCI-60 drug combinations with 297,098 pairs across 59 cell lines. The task is: Regression. Given two drug SMILES strings and cell line genomic features, predict the synergy score measuring deviation from expected non-interaction effect. Drug 1: CC12CCC(CC1=CCC3C2CCC4(C3CC=C4C5=CN=CC=C5)C)O. Drug 2: COC1=NC(=NC2=C1N=CN2C3C(C(C(O3)CO)O)O)N. Cell line: UACC62. Synergy scores: CSS=-0.0660, Synergy_ZIP=-0.0958, Synergy_Bliss=-1.67, Synergy_Loewe=-5.34, Synergy_HSA=-2.93.